Dataset: Catalyst prediction with 721,799 reactions and 888 catalyst types from USPTO. Task: Predict which catalyst facilitates the given reaction. (1) Reactant: [CH3:1][O:2][CH2:3][CH2:4][O:5][C:6]1[C:7]([N+:19]([O-])=O)=[N:8][CH:9]=[C:10]([O:12][C:13]2[CH:14]=[N:15][CH:16]=[CH:17][CH:18]=2)[CH:11]=1.C(O)(=O)C. Product: [CH3:1][O:2][CH2:3][CH2:4][O:5][C:6]1[C:7]([NH2:19])=[N:8][CH:9]=[C:10]([O:12][C:13]2[CH:14]=[N:15][CH:16]=[CH:17][CH:18]=2)[CH:11]=1. The catalyst class is: 739. (2) Reactant: [Br:1][C:2]1[C:3]([N:9]2[CH2:14][CH2:13][O:12][CH2:11][CH:10]2[C:15]([OH:17])=O)=[N:4][C:5]([Cl:8])=[N:6][CH:7]=1.C(Cl)CCl.C1C=CC2N(O)N=NC=2C=1.Cl.[CH3:33][O:34][C:35]1[CH:43]=[C:42]2[C:38]([CH2:39][CH2:40][CH:41]2[NH2:44])=[CH:37][CH:36]=1.C(N(CC)CC)C. Product: [Br:1][C:2]1[C:3]([N:9]2[CH2:14][CH2:13][O:12][CH2:11][CH:10]2[C:15]([NH:44][CH:41]2[C:42]3[C:38](=[CH:37][CH:36]=[C:35]([O:34][CH3:33])[CH:43]=3)[CH2:39][CH2:40]2)=[O:17])=[N:4][C:5]([Cl:8])=[N:6][CH:7]=1. The catalyst class is: 3. (3) Reactant: C(=O)([O-])[O-].[Na+].[Na+].[I:7][C:8]1[CH:9]=[C:10]([CH2:14][C:15]#[N:16])[CH:11]=[CH:12][CH:13]=1.Cl.[NH2:18][OH:19].CCO. Product: [OH:19][NH:18][C:15](=[NH:16])[CH2:14][C:10]1[CH:11]=[CH:12][CH:13]=[C:8]([I:7])[CH:9]=1. The catalyst class is: 6.